From a dataset of Reaction yield outcomes from USPTO patents with 853,638 reactions. Predict the reaction yield, written as a fraction of the theoretical maximum amount of product (1.0 means a 100% yield; for example, 0.34 means a 34% yield). (1) The reactants are [CH3:1][O:2][C:3]1[CH:4]=[C:5]([N:12]2[CH2:17][CH2:16][P:15](=[O:19])([CH3:18])[CH2:14][CH2:13]2)[CH:6]=[CH:7][C:8]=1[N+:9]([O-])=O. The catalyst is [Pd].C(O)C. The product is [CH3:1][O:2][C:3]1[CH:4]=[C:5]([N:12]2[CH2:17][CH2:16][P:15]([CH3:18])(=[O:19])[CH2:14][CH2:13]2)[CH:6]=[CH:7][C:8]=1[NH2:9]. The yield is 0.870. (2) The reactants are C(N(CC)CC)C.ClC(OCC)=O.[C:14]([CH2:17][N:18]1[C:27]2[C:22](=[CH:23][CH:24]=[CH:25][CH:26]=2)[CH2:21][CH:20]([NH:28][C:29]([C:31]2[NH:32][C:33]3[C:38]([CH:39]=2)=[CH:37][C:36]([Cl:40])=[CH:35][CH:34]=3)=[O:30])[C:19]1=[O:41])(O)=[O:15].[Li+].[BH4-]. The catalyst is C1COCC1. The product is [Cl:40][C:36]1[CH:37]=[C:38]2[C:33](=[CH:34][CH:35]=1)[NH:32][C:31]([C:29]([NH:28][CH:20]1[CH2:21][C:22]3[C:27](=[CH:26][CH:25]=[CH:24][CH:23]=3)[N:18]([CH2:17][CH2:14][OH:15])[C:19]1=[O:41])=[O:30])=[CH:39]2. The yield is 0.770.